From a dataset of Full USPTO retrosynthesis dataset with 1.9M reactions from patents (1976-2016). Predict the reactants needed to synthesize the given product. (1) Given the product [F:16][C:17]1[N:25]=[C:24]([F:26])[CH:23]=[CH:22][C:18]=1[C:19]([N:3]([O:4][CH3:5])[CH3:2])=[O:20], predict the reactants needed to synthesize it. The reactants are: Cl.[CH3:2][NH:3][O:4][CH3:5].C1C=CC2N(O)N=NC=2C=1.[F:16][C:17]1[N:25]=[C:24]([F:26])[CH:23]=[CH:22][C:18]=1[C:19](O)=[O:20].C(N(C(C)C)CC)(C)C. (2) Given the product [Cl:28][C:29]1[CH:34]=[CH:33][C:32]([CH:35]2[N:39]([C:40]([N:42]3[CH2:47][CH2:46][N:45]([CH3:48])[CH2:44][CH2:43]3)=[O:41])[C:38]([C:49]3[CH:54]=[CH:53][C:52]([O:55][CH3:56])=[CH:51][C:50]=3[O:57][CH2:58][CH3:59])=[N:37][CH:36]2[CH2:60][CH:61]([CH3:62])[CH3:65])=[CH:31][CH:30]=1, predict the reactants needed to synthesize it. The reactants are: ClC1C=CC(C2NC(C3C=CC(OC)=CC=3OCC)=NC2CC(C)C)=CC=1.[Cl:28][C:29]1[CH:34]=[CH:33][C:32]([CH:35]2[N:39]([C:40]([N:42]3[CH2:47][CH2:46][N:45]([CH3:48])[CH2:44][CH2:43]3)=[O:41])[C:38]([C:49]3[CH:54]=[CH:53][C:52]([O:55][CH3:56])=[CH:51][C:50]=3[O:57][CH2:58][CH3:59])=[N:37][CH:36]2[CH2:60][CH:61]2[CH2:65]CC[CH2:62]2)=[CH:31][CH:30]=1. (3) Given the product [C:27]([O:26][C:24]([C:23]1[C:22]([O:32][CH2:33][C:34]2[CH:39]=[CH:38][CH:37]=[CH:36][CH:35]=2)=[C:21]([OH:20])[N:18]=[C:16]([CH2:15][C:10]2[CH:11]=[CH:12][CH:13]=[CH:14][C:9]=2[C:4]2[CH:5]=[CH:6][CH:7]=[CH:8][C:3]=2[Cl:2])[N:17]=1)=[O:25])([CH3:30])([CH3:28])[CH3:29], predict the reactants needed to synthesize it. The reactants are: Cl.[Cl:2][C:3]1[CH:8]=[CH:7][CH:6]=[CH:5][C:4]=1[C:9]1[CH:14]=[CH:13][CH:12]=[CH:11][C:10]=1[CH2:15][C:16]([NH2:18])=[NH:17].C[O:20][C:21](=O)/[C:22](/[O:32][CH2:33][C:34]1[CH:39]=[CH:38][CH:37]=[CH:36][CH:35]=1)=[C:23](\O)/[C:24]([O:26][C:27]([CH3:30])([CH3:29])[CH3:28])=[O:25].C(OC(C1C(OCC2C=CC=CC=2)=C(O)N=C(CC2C=CC=CC=2C2C=CC=CC=2)N=1)=O)(C)(C)C. (4) Given the product [NH2:14][C@H:11]1[CH2:12][CH2:13][N:9]([C:6]2[CH:7]=[CH:8][C:3]([N:2]([CH3:1])[CH3:23])=[CH:4][CH:5]=2)[C:10]1=[O:22], predict the reactants needed to synthesize it. The reactants are: [CH3:1][N:2]([CH3:23])[C:3]1[CH:8]=[CH:7][C:6]([N:9]2[CH2:13][CH2:12][C@H:11]([NH:14]C(=O)OC(C)(C)C)[C:10]2=[O:22])=[CH:5][CH:4]=1.C(O)(C(F)(F)F)=O.C(Cl)Cl. (5) Given the product [ClH:26].[CH2:1]([O:8][C:9]1[CH:14]=[CH:13][N:12]([C:15]2[CH:16]=[C:17]3[C:21](=[CH:22][CH:23]=2)[N:20]([CH2:24][CH2:25][N:28]2[CH2:33][CH2:32][NH:31][CH2:30][CH2:29]2)[N:19]=[CH:18]3)[C:11](=[O:27])[CH:10]=1)[C:2]1[CH:7]=[CH:6][CH:5]=[CH:4][CH:3]=1, predict the reactants needed to synthesize it. The reactants are: [CH2:1]([O:8][C:9]1[CH:14]=[CH:13][N:12]([C:15]2[CH:16]=[C:17]3[C:21](=[CH:22][CH:23]=2)[N:20]([CH2:24][CH2:25][Cl:26])[N:19]=[CH:18]3)[C:11](=[O:27])[CH:10]=1)[C:2]1[CH:7]=[CH:6][CH:5]=[CH:4][CH:3]=1.[NH:28]1[CH2:33][CH2:32][NH:31][CH2:30][CH2:29]1.C([O-])([O-])=O.[Cs+].[Cs+].Cl.